From a dataset of Full USPTO retrosynthesis dataset with 1.9M reactions from patents (1976-2016). Predict the reactants needed to synthesize the given product. (1) Given the product [CH3:1][O:2][C:3]1[CH:10]=[CH:9][C:6]([CH2:7][OH:8])=[C:5]([O:11][CH2:12][CH:13]2[CH2:18][CH:17]([O:19][CH2:20][CH2:21][CH2:22][CH2:23][CH2:24][CH2:25][CH2:26][CH2:27][CH2:28][CH2:29][CH2:30][CH2:31][CH2:32][CH2:33][CH2:34][CH2:35][CH2:36][CH3:37])[CH:16]([O:38][CH2:39][CH2:40][CH2:41][CH2:42][CH2:43][CH2:44][CH2:45][CH2:46][CH2:47][CH2:48][CH2:49][CH2:50][CH2:51][CH2:52][CH2:53][CH2:54][CH2:55][CH3:56])[CH:15]([O:57][CH2:58][CH2:59][CH2:60][CH2:61][CH2:62][CH2:63][CH2:64][CH2:65][CH2:66][CH2:67][CH2:68][CH2:69][CH2:70][CH2:71][CH2:72][CH2:73][CH2:74][CH3:75])[CH2:14]2)[CH:4]=1, predict the reactants needed to synthesize it. The reactants are: [CH3:1][O:2][C:3]1[CH:10]=[CH:9][C:6]([CH:7]=[O:8])=[C:5]([O:11][CH2:12][CH:13]2[CH2:18][CH:17]([O:19][CH2:20][CH2:21][CH2:22][CH2:23][CH2:24][CH2:25][CH2:26][CH2:27][CH2:28][CH2:29][CH2:30][CH2:31][CH2:32][CH2:33][CH2:34][CH2:35][CH2:36][CH3:37])[CH:16]([O:38][CH2:39][CH2:40][CH2:41][CH2:42][CH2:43][CH2:44][CH2:45][CH2:46][CH2:47][CH2:48][CH2:49][CH2:50][CH2:51][CH2:52][CH2:53][CH2:54][CH2:55][CH3:56])[CH:15]([O:57][CH2:58][CH2:59][CH2:60][CH2:61][CH2:62][CH2:63][CH2:64][CH2:65][CH2:66][CH2:67][CH2:68][CH2:69][CH2:70][CH2:71][CH2:72][CH2:73][CH2:74][CH3:75])[CH2:14]2)[CH:4]=1.[BH4-].[Na+].Cl. (2) Given the product [CH2:1]=[CH:2][CH3:3].[CH2:1]=[CH:2][CH2:3][CH3:4].[CH2:5]=[CH2:6], predict the reactants needed to synthesize it. The reactants are: [CH2:1]=[CH:2][CH2:3][CH3:4].[CH2:5]([Al](CC(C)C)CC(C)C)[CH:6](C)C.C=CC.C=C. (3) Given the product [F:13][C:14]1[CH:19]=[CH:18][C:17]([O:20][C:6]2[N:7]=[CH:8][CH:9]=[CH:10][C:5]=2[C:4]([OH:3])=[O:12])=[CH:16][CH:15]=1, predict the reactants needed to synthesize it. The reactants are: C([O:3][C:4](=[O:12])[C:5]1[CH:10]=[CH:9][CH:8]=[N:7][C:6]=1Cl)C.[F:13][C:14]1[CH:19]=[CH:18][C:17]([OH:20])=[CH:16][CH:15]=1.C(=O)([O-])[O-].[Cs+].[Cs+]. (4) Given the product [Cl:1][C:2]1[C:3]([OH:38])=[C:4]([S:9]([N:12]([CH2:13][C:14]2[CH:19]=[CH:18][C:17]([CH2:20][N:21]([CH2:22][C:23]3[CH:28]=[CH:27][C:26]([F:29])=[CH:25][CH:24]=3)[S:47]([C:44]3[CH:45]=[N:46][C:41]([C:40]([F:52])([F:39])[F:51])=[CH:42][CH:43]=3)(=[O:49])=[O:48])=[CH:16][CH:15]=2)[CH2:30][C:31]2[CH:32]=[CH:33][C:34]([F:37])=[CH:35][CH:36]=2)(=[O:10])=[O:11])[CH:5]=[C:6]([Cl:8])[CH:7]=1, predict the reactants needed to synthesize it. The reactants are: [Cl:1][C:2]1[C:3]([OH:38])=[C:4]([S:9]([N:12]([CH2:30][C:31]2[CH:36]=[CH:35][C:34]([F:37])=[CH:33][CH:32]=2)[CH2:13][C:14]2[CH:19]=[CH:18][C:17]([CH2:20][NH:21][CH2:22][C:23]3[CH:28]=[CH:27][C:26]([F:29])=[CH:25][CH:24]=3)=[CH:16][CH:15]=2)(=[O:11])=[O:10])[CH:5]=[C:6]([Cl:8])[CH:7]=1.[F:39][C:40]([F:52])([F:51])[C:41]1[N:46]=[CH:45][C:44]([S:47](Cl)(=[O:49])=[O:48])=[CH:43][CH:42]=1.C(N(C(C)C)CC)(C)C.